Predict the reaction yield, written as a fraction of the theoretical maximum amount of product (1.0 means a 100% yield; for example, 0.34 means a 34% yield). From a dataset of Reaction yield outcomes from USPTO patents with 853,638 reactions. (1) The reactants are BrCCC[CH2:5][C:6]([CH3:21])([C:15]1C=[CH:19][CH:18]=[CH:17][CH:16]=1)[CH2:7][O:8][CH:9]1[CH2:14][CH2:13][CH2:12][CH2:11][O:10]1.[Br:22]CCCCCC(C)(C)CO.O1C=CCCC1. The catalyst is C(Cl)Cl.O.C1(C)C=CC(S(O)(=O)=O)=CC=1. The product is [Br:22][CH2:19][CH2:18][CH2:17][CH2:16][CH2:15][C:6]([CH3:21])([CH3:5])[CH2:7][O:8][CH:9]1[CH2:14][CH2:13][CH2:12][CH2:11][O:10]1. The yield is 0.460. (2) The reactants are C([Li])CCC.[Br:6][C:7]1[CH:8]=[C:9]([CH:13]=[CH:14][CH:15]=1)[C:10]([OH:12])=[O:11].CN([CH:19]=[O:20])C.O. The catalyst is C1COCC1. The product is [Br:6][C:7]1[CH:15]=[CH:14][CH:13]=[C:9]2[C:8]=1[CH:19]([OH:20])[O:11][C:10]2=[O:12]. The yield is 0.410. (3) The reactants are [CH2:1]([C:9]1[CH:14]=[CH:13][C:12]([N:15]2[CH2:19][CH2:18][N:17]([CH2:20][CH2:21][C:22]([O:24]CC)=[O:23])[C:16]2=[O:27])=[CH:11][CH:10]=1)[CH2:2][CH2:3][CH2:4][CH2:5][CH2:6][CH2:7][CH3:8].C(C1C=CC(NC(=O)NCCC(OCC)=O)=CC=1)CCCCCCC. No catalyst specified. The product is [CH2:1]([C:9]1[CH:14]=[CH:13][C:12]([N:15]2[CH2:19][CH2:18][N:17]([CH2:20][CH2:21][C:22]([OH:24])=[O:23])[C:16]2=[O:27])=[CH:11][CH:10]=1)[CH2:2][CH2:3][CH2:4][CH2:5][CH2:6][CH2:7][CH3:8]. The yield is 0.330. (4) The reactants are C(OC1N=NC(C#CC2C=CC(C(F)(F)F)=CN=2)=CC=1OCC1C=CC=CC=1)C1C=CC=CC=1.[CH2:35]([O:42][C:43]1[N:44]=[N:45][C:46]([C:57]#[CH:58])=[CH:47][C:48]=1[O:49][CH2:50][C:51]1[CH:56]=[CH:55][CH:54]=[CH:53][CH:52]=1)[C:36]1[CH:41]=[CH:40][CH:39]=[CH:38][CH:37]=1.[F:59][C:60]1[CH:65]=[C:64](I)[CH:63]=[CH:62][C:61]=1[CH3:67]. No catalyst specified. The product is [CH2:35]([O:42][C:43]1[N:44]=[N:45][C:46]([C:57]#[C:58][C:64]2[CH:63]=[CH:62][C:61]([CH3:67])=[C:60]([F:59])[CH:65]=2)=[CH:47][C:48]=1[O:49][CH2:50][C:51]1[CH:56]=[CH:55][CH:54]=[CH:53][CH:52]=1)[C:36]1[CH:37]=[CH:38][CH:39]=[CH:40][CH:41]=1. The yield is 0.670. (5) The reactants are [Cl:1][C:2]1[CH:3]=[C:4]([C@@H:12]([CH2:16][CH:17]2[CH2:21][CH2:20][CH2:19][CH2:18]2)[C:13]([OH:15])=O)[CH:5]=[CH:6][C:7]=1[S:8]([CH3:11])(=[O:10])=[O:9].C(Cl)(=O)C(Cl)=O.[O:28]1[CH2:32][CH2:31][CH2:30][CH:29]1[C:33]1[CH:34]=[CH:35][C:36]([NH2:39])=[N:37][CH:38]=1.NC1C=CC=CN=1.N1C(C)=CC=CC=1C. The catalyst is C(Cl)Cl.CN(C)C=O.O1CCCC1.O. The product is [Cl:1][C:2]1[CH:3]=[C:4]([C@@H:12]([CH2:16][CH:17]2[CH2:21][CH2:20][CH2:19][CH2:18]2)[C:13]([NH:39][C:36]2[CH:35]=[CH:34][C:33]([CH:29]3[CH2:30][CH2:31][CH2:32][O:28]3)=[CH:38][N:37]=2)=[O:15])[CH:5]=[CH:6][C:7]=1[S:8]([CH3:11])(=[O:9])=[O:10]. The yield is 0.240. (6) The reactants are O=[C:2]([CH2:14][CH2:15][CH:16]=[CH2:17])[CH2:3][CH2:4][CH2:5][NH:6][C:7](=[O:13])[O:8][C:9]([CH3:12])([CH3:11])[CH3:10].[C:18]([O-:21])(=O)[CH3:19].[CH3:22][NH3+:23].[C:24]([N+:28]#[C-])([CH3:27])([CH3:26])[CH3:25].Cl.FC(F)(F)[CH2:33][OH:34]. The catalyst is C(OCC)(=O)C. The product is [C:24]([NH:28][C:33]([C:2]([N:23]([CH3:22])[C:18](=[O:21])[CH3:19])([CH2:14][CH2:15][CH:16]=[CH2:17])[CH2:3][CH2:4][CH2:5][NH:6][C:7](=[O:13])[O:8][C:9]([CH3:12])([CH3:11])[CH3:10])=[O:34])([CH3:25])([CH3:26])[CH3:27]. The yield is 0.260.